From a dataset of Reaction yield outcomes from USPTO patents with 853,638 reactions. Predict the reaction yield, written as a fraction of the theoretical maximum amount of product (1.0 means a 100% yield; for example, 0.34 means a 34% yield). (1) The reactants are [F:1][CH2:2][CH2:3][O:4][CH2:5][CH2:6][O:7][CH2:8][CH2:9][O:10][C:11]1[CH:16]=[CH:15][C:14](I)=[CH:13][CH:12]=1.[C:18]1([CH3:24])[CH:23]=[CH:22][CH:21]=[CH:20][CH:19]=1. The catalyst is [Br-].C([N+](CCCC)(CCCC)CCCC)CCC.C(O)C.C1(P(C2C=CC=CC=2)C2C=CC=CC=2)C=CC=CC=1.C1(P(C2C=CC=CC=2)C2C=CC=CC=2)C=CC=CC=1.C1(P(C2C=CC=CC=2)C2C=CC=CC=2)C=CC=CC=1.C1(P(C2C=CC=CC=2)C2C=CC=CC=2)C=CC=CC=1.[Pd]. The product is [F:1][CH2:2][CH2:3][O:4][CH2:5][CH2:6][O:7][CH2:8][CH2:9][O:10][C:11]1[CH:16]=[CH:15][C:14]([C:20]2[CH:19]=[C:18]3[C:23](=[CH:22][CH:21]=2)[CH:16]=[C:11]([OH:10])[CH:12]=[CH:24]3)=[CH:13][CH:12]=1. The yield is 0.685. (2) The reactants are FC(F)(F)C(O)=O.[CH2:8]([O:10][C:11](=[O:53])[CH2:12][C:13]1[CH:18]=[C:17]([C:19]2[CH:24]=[CH:23][C:22]([C:25]([C:30]3[CH:35]=[CH:34][C:33]([CH2:36][CH2:37][CH:38]([O:43][Si](C(C)(C)C)(C)C)[C:39]([CH3:42])([CH3:41])[CH3:40])=[C:32]([CH3:51])[CH:31]=3)([CH2:28][CH3:29])[CH2:26][CH3:27])=[CH:21][C:20]=2[CH3:52])[N:16]=[N:15][CH:14]=1)[CH3:9]. The catalyst is ClCCl. The product is [CH2:8]([O:10][C:11](=[O:53])[CH2:12][C:13]1[CH:18]=[C:17]([C:19]2[CH:24]=[CH:23][C:22]([C:25]([CH2:26][CH3:27])([C:30]3[CH:35]=[CH:34][C:33]([CH2:36][CH2:37][CH:38]([OH:43])[C:39]([CH3:40])([CH3:41])[CH3:42])=[C:32]([CH3:51])[CH:31]=3)[CH2:28][CH3:29])=[CH:21][C:20]=2[CH3:52])[N:16]=[N:15][CH:14]=1)[CH3:9]. The yield is 0.870. (3) The reactants are [CH:1]([C:4]1[CH:9]=[CH:8][C:7]([S:10]([C:13]2[CH:18]=[CH:17][CH:16]=[CH:15][CH:14]=2)(=[O:12])=[O:11])=[CH:6][CH:5]=1)([CH3:3])[CH3:2].[Cl:19][S:20](O)(=[O:22])=[O:21].Cl. No catalyst specified. The product is [CH:1]([C:4]1[CH:9]=[CH:8][C:7]([S:10]([C:13]2[CH:18]=[CH:17][CH:16]=[CH:15][CH:14]=2)(=[O:11])=[O:12])=[CH:6][C:5]=1[S:20]([Cl:19])(=[O:22])=[O:21])([CH3:3])[CH3:2]. The yield is 0.240. (4) The product is [Cl:18][CH2:19][CH2:20][CH2:21][NH:22][C:14]([C:4]1[C:5]([C:8]2[CH:9]=[CH:10][CH:11]=[CH:12][CH:13]=2)=[N:6][O:7][C:3]=1[CH2:1][CH3:2])=[O:16]. The catalyst is O. The yield is 0.730. The reactants are [CH2:1]([C:3]1[O:7][N:6]=[C:5]([C:8]2[CH:13]=[CH:12][CH:11]=[CH:10][CH:9]=2)[C:4]=1[C:14]([OH:16])=O)[CH3:2].Cl.[Cl:18][CH2:19][CH2:20][CH2:21][NH2:22].C(N(CC)CC)C.CN(C)C=O. (5) The reactants are [OH:1][C:2]1CNC(=O)C=1C1N(C(OC(C)(C)C)=O)C2C=C(N3CCOCC3)C=C(C)C=2N=1.[Cl:31][C:32]1[CH:33]=[C:34]([C@H:38]([OH:77])[CH2:39][NH:40][C:41]2[CH2:45][N:44]([S:46]([C:49]([F:52])([F:51])[F:50])(=[O:48])=[O:47])[C:43](=[O:53])[C:42]=2[C:54]2[N:58]([C:59]([O:61][C:62]([CH3:65])([CH3:64])[CH3:63])=[O:60])[C:57]3[CH:66]=[C:67]([N:71]4[CH2:76][CH2:75][O:74][CH2:73][CH2:72]4)[CH:68]=[C:69]([CH3:70])[C:56]=3[N:55]=2)[CH:35]=[CH:36][CH:37]=1. The catalyst is C(#N)C. The product is [Cl:31][C:32]1[CH:33]=[C:34]([CH:38]([OH:77])[CH2:39][NH:40][C:41]2[CH2:45][N:44]([S:46]([C:49]([F:51])([F:50])[F:52])(=[O:47])=[O:48])[C:43](=[O:53])[C:42]=2[C:54]2[N:58]([C:59]([O:61][C:62]([CH3:65])([CH3:64])[CH3:63])=[O:60])[C:57]3[CH:66]=[C:67]([N:71]4[CH2:76][CH2:75][O:74][CH2:73][CH2:72]4)[CH:68]=[C:69]([CH3:70])[C:56]=3[N:55]=2)[CH:35]=[CH:36][C:37]=1[O:1][CH3:2]. The yield is 0.350. (6) The reactants are [N+](=[C:3]([C:14](=[O:19])[CH2:15][CH2:16][CH2:17][OH:18])[C:4]([O:6][CH2:7][C:8]1[CH:13]=[CH:12][CH:11]=[CH:10][CH:9]=1)=[O:5])=[N-]. The catalyst is C1C=CC=CC=1.CC([O-])=O.CC([O-])=O.CC([O-])=O.CC([O-])=O.[Rh+2].[Rh+2]. The product is [O:19]=[C:14]1[CH2:15][CH2:16][CH2:17][O:18][CH:3]1[C:4]([O:6][CH2:7][C:8]1[CH:13]=[CH:12][CH:11]=[CH:10][CH:9]=1)=[O:5]. The yield is 0.930. (7) The reactants are Br[C:2]1[C:29]([Cl:30])=[CH:28][C:5]([O:6][C:7]2[CH:12]=[CH:11][N:10]=[CH:9][C:8]=2[C:13]([N:15]2[C:24]3[C:19](=[CH:20][CH:21]=[CH:22][CH:23]=3)[N:18]([CH:25]3[CH2:27][CH2:26]3)[CH2:17][CH2:16]2)=[O:14])=[C:4]([Cl:31])[CH:3]=1.[NH:32]1CCC[C@H:33]1C(O)=O.[Cu]C#N.O. The catalyst is CN(C)C=O.C(OCC)(=O)C. The product is [Cl:30][C:29]1[CH:28]=[C:5]([O:6][C:7]2[CH:12]=[CH:11][N:10]=[CH:9][C:8]=2[C:13]([N:15]2[C:24]3[C:19](=[CH:20][CH:21]=[CH:22][CH:23]=3)[N:18]([CH:25]3[CH2:27][CH2:26]3)[CH2:17][CH2:16]2)=[O:14])[C:4]([Cl:31])=[CH:3][C:2]=1[C:33]#[N:32]. The yield is 0.250. (8) The reactants are [Br:1][C:2]1[C:22]([F:23])=[CH:21][C:5]2[O:6][C:7]3[CH:19]=[CH:18][CH:17]=[C:16]([F:20])[C:8]=3[CH:9]3[CH:14]([NH2:15])[CH2:13][CH2:12][CH2:11][N:10]3[C:4]=2[CH:3]=1.[CH3:24][C:25]1([CH3:39])[C@@H:31]([C:32]2[CH:37]=[CH:36][CH:35]=[CH:34][CH:33]=2)[O:30][P:28]([OH:38])(=[O:29])[O:27][CH2:26]1.C(Cl)Cl.C(O)C. The catalyst is CC(=O)CC. The product is [OH:38][P:28]1(=[O:29])[O:30][C@@H:31]([C:32]2[CH:37]=[CH:36][CH:35]=[CH:34][CH:33]=2)[C:25]([CH3:24])([CH3:39])[CH2:26][O:27]1.[Br:1][C:2]1[C:22]([F:23])=[CH:21][C:5]2[O:6][C:7]3[CH:19]=[CH:18][CH:17]=[C:16]([F:20])[C:8]=3[C@H:9]3[C@H:14]([NH2:15])[CH2:13][CH2:12][CH2:11][N:10]3[C:4]=2[CH:3]=1. The yield is 0.270.